From a dataset of Full USPTO retrosynthesis dataset with 1.9M reactions from patents (1976-2016). Predict the reactants needed to synthesize the given product. (1) Given the product [F:38][CH:2]([F:1])[O:3][C:4]1[N:9]=[CH:8][C:7]([C@@H:10]([N:19]2[CH2:23][CH2:22][N:21]([CH2:24][CH2:25][CH2:26][C:27]3[CH:36]=[CH:35][C:34]4[CH2:33][CH2:32][CH2:31][NH:30][C:29]=4[N:28]=3)[C:20]2=[O:37])[CH2:11][C:12]([O:14][C:15]([CH3:18])([CH3:17])[CH3:16])=[O:13])=[CH:6][CH:5]=1, predict the reactants needed to synthesize it. The reactants are: [F:1][CH:2]([F:38])[O:3][C:4]1[N:9]=[CH:8][C:7]([C@@H:10]([N:19]2[CH:23]=[CH:22][N:21]([CH2:24][CH2:25][CH2:26][C:27]3[CH:36]=[CH:35][C:34]4[CH2:33][CH2:32][CH2:31][NH:30][C:29]=4[N:28]=3)[C:20]2=[O:37])[CH2:11][C:12]([O:14][C:15]([CH3:18])([CH3:17])[CH3:16])=[O:13])=[CH:6][CH:5]=1. (2) Given the product [CH2:38]([NH:40][C:29]([C:19]1[CH:20]=[C:21]2[C:26](=[CH:27][C:18]=1[O:17][CH2:10][C:11]1[CH:12]=[CH:13][CH:14]=[CH:15][CH:16]=1)[N:25]=[CH:24][CH:23]=[C:22]2[Cl:3])=[O:31])[CH3:39], predict the reactants needed to synthesize it. The reactants are: S(Cl)([Cl:3])=O.CN(C)C=O.[CH2:10]([O:17][C:18]1[CH:27]=[C:26]2[C:21]([C:22](=O)[CH:23]=[CH:24][NH:25]2)=[CH:20][C:19]=1[C:29]([O:31]C1C=CC=CC=1)=O)[C:11]1[CH:16]=[CH:15][CH:14]=[CH:13][CH:12]=1.[CH2:38]([NH2:40])[CH3:39]. (3) Given the product [S:1]1[CH:5]=[CH:4][C:3](/[CH:6]=[CH:11]/[S:12]([CH2:15][S:16](/[CH:19]=[CH:20]/[C:3]2[CH:4]=[CH:5][S:1][CH:2]=2)(=[O:18])=[O:17])(=[O:14])=[O:13])=[CH:2]1, predict the reactants needed to synthesize it. The reactants are: [S:1]1[CH:5]=[CH:4][C:3]([CH:6]=O)=[CH:2]1.C([CH2:11][S:12]([CH2:15][S:16]([CH2:19][C:20](O)=O)(=[O:18])=[O:17])(=[O:14])=[O:13])(O)=O.